Dataset: Forward reaction prediction with 1.9M reactions from USPTO patents (1976-2016). Task: Predict the product of the given reaction. (1) Given the reactants [Cl:1][C:2]1[CH:8]=[CH:7][C:5]([NH2:6])=[CH:4][C:3]=1[C:9]([F:12])([F:11])[F:10].FC1C=CC([NH2:18])=CC=1C, predict the reaction product. The product is: [Cl:1][C:2]1[CH:8]=[C:7]([NH2:18])[C:5]([NH2:6])=[CH:4][C:3]=1[C:9]([F:10])([F:11])[F:12]. (2) Given the reactants Cl.[CH3:2][O:3][C:4]1[CH:50]=[CH:49][C:7]([CH2:8][N:9]2[C:13]3=[N:14][CH:15]=[CH:16][C:17]([O:18][C:19]4[CH:24]=[CH:23][C:22]([C:25](=[O:34])[NH:26][C:27]5[CH:32]=[C:31]([CH3:33])[CH:30]=[CH:29][N:28]=5)=[CH:21][CH:20]=4)=[C:12]3[C:11]([NH:35][C@@H:36]3[CH2:41][CH2:40][CH2:39][N:38](C(OC(C)(C)C)=O)[CH2:37]3)=[N:10]2)=[CH:6][CH:5]=1, predict the reaction product. The product is: [CH3:2][O:3][C:4]1[CH:5]=[CH:6][C:7]([CH2:8][N:9]2[C:13]3=[N:14][CH:15]=[CH:16][C:17]([O:18][C:19]4[CH:24]=[CH:23][C:22]([C:25]([NH:26][C:27]5[CH:32]=[C:31]([CH3:33])[CH:30]=[CH:29][N:28]=5)=[O:34])=[CH:21][CH:20]=4)=[C:12]3[C:11]([NH:35][C@@H:36]3[CH2:41][CH2:40][CH2:39][NH:38][CH2:37]3)=[N:10]2)=[CH:49][CH:50]=1. (3) Given the reactants [CH2:1]([C:5]1[C:6]([CH3:13])=[C:7]([C:10]([OH:12])=[O:11])[S:8][CH:9]=1)[CH:2]([CH3:4])[CH3:3].[Li][CH2:15]CCC.IC, predict the reaction product. The product is: [CH2:13]([C:6]1[C:5]([CH2:1][CH:2]([CH3:4])[CH3:3])=[CH:9][S:8][C:7]=1[C:10]([OH:12])=[O:11])[CH3:15]. (4) The product is: [O:18]=[C:17]1[NH:1][C:2]2[CH:7]=[CH:6][C:5]([CH:8]([CH3:14])[C:9]([O:11][CH2:12][CH3:13])=[O:10])=[CH:4][C:3]=2[O:15]1. Given the reactants [NH2:1][C:2]1[CH:7]=[CH:6][C:5]([CH:8]([CH3:14])[C:9]([O:11][CH2:12][CH3:13])=[O:10])=[CH:4][C:3]=1[OH:15].N[C:17](N)=[O:18].O.Cl, predict the reaction product. (5) Given the reactants Br[C:2]1[C:3]([C:7]2[CH:8]=[N:9][CH:10]=[CH:11][CH:12]=2)=[N:4][NH:5][CH:6]=1.[Li]CCCC.[CH3:18][S:19]SC, predict the reaction product. The product is: [CH3:18][S:19][C:2]1[C:3]([C:7]2[CH:8]=[N:9][CH:10]=[CH:11][CH:12]=2)=[N:4][NH:5][CH:6]=1. (6) Given the reactants [CH3:1][O:2][C:3]1[CH:31]=[C:30]([O:32][CH3:33])[CH:29]=[CH:28][C:4]=1[CH2:5][NH:6][C:7]1[CH:14]=[CH:13][C:10]([C:11]#[N:12])=[CH:9][C:8]=1[NH:15][C:16]1[N:21]=[C:20](SC#N)[C:19]([N+:25]([O-:27])=[O:26])=[CH:18][N:17]=1.Cl.[F:35][C:36]1[CH:37]=[C:38]2[C:43](=[CH:44][CH:45]=1)[O:42][CH2:41][CH2:40][C@H:39]2[NH2:46].O, predict the reaction product. The product is: [CH3:1][O:2][C:3]1[CH:31]=[C:30]([O:32][CH3:33])[CH:29]=[CH:28][C:4]=1[CH2:5][NH:6][C:7]1[CH:14]=[CH:13][C:10]([C:11]#[N:12])=[CH:9][C:8]=1[NH:15][C:16]1[N:21]=[C:20]([NH:46][C@H:39]2[C:38]3[C:43](=[CH:44][CH:45]=[C:36]([F:35])[CH:37]=3)[O:42][CH2:41][CH2:40]2)[C:19]([N+:25]([O-:27])=[O:26])=[CH:18][N:17]=1. (7) The product is: [CH3:13][O:14][C:15]1[CH:16]=[C:17]2[C:22](=[CH:23][C:24]=1[O:25][CH3:26])[N:21]=[CH:20][CH:19]=[C:18]2[O:27][C:28]1[CH:34]=[CH:33][C:31]([NH:32][C:11]([NH:10][C:8](=[O:9])[C:4]2[CH:5]=[CH:6][CH:7]=[C:2]([CH3:1])[CH:3]=2)=[S:12])=[C:30]([CH3:35])[C:29]=1[CH3:36]. Given the reactants [CH3:1][C:2]1[CH:3]=[C:4]([C:8]([N:10]=[C:11]=[S:12])=[O:9])[CH:5]=[CH:6][CH:7]=1.[CH3:13][O:14][C:15]1[CH:16]=[C:17]2[C:22](=[CH:23][C:24]=1[O:25][CH3:26])[N:21]=[CH:20][CH:19]=[C:18]2[O:27][C:28]1[CH:34]=[CH:33][C:31]([NH2:32])=[C:30]([CH3:35])[C:29]=1[CH3:36].C1(C)C=CC=CC=1, predict the reaction product. (8) Given the reactants C1(P(C2C=CC=CC=2)C2C=CC=CC=2)C=CC=CC=1.Br[C:21]1[CH:26]=[C:25]([NH2:27])[CH:24]=[CH:23][N:22]=1.C([Sn](CCCC)(CCCC)[CH:33]=[CH:34][C:35]1[CH:40]=[CH:39][CH:38]=[CH:37][CH:36]=1)CCC, predict the reaction product. The product is: [CH:33](/[C:21]1[CH:26]=[C:25]([NH2:27])[CH:24]=[CH:23][N:22]=1)=[CH:34]\[C:35]1[CH:40]=[CH:39][CH:38]=[CH:37][CH:36]=1. (9) The product is: [C:21]([C:20]1[CH:19]=[C:18]([C@@H:16]2[NH:2][CH:3]([C:6]([OH:8])=[O:7])[CH2:4][S:5]2)[CH:25]=[CH:24][CH:23]=1)#[N:22]. Given the reactants Cl.[NH2:2][C@H:3]([C:6]([OH:8])=[O:7])[CH2:4][SH:5].C([O-])(=O)C.[K+].CO.[CH:16]([C:18]1[CH:19]=[C:20]([CH:23]=[CH:24][CH:25]=1)[C:21]#[N:22])=O, predict the reaction product. (10) Given the reactants C1COC2C=CC(NC3C(F)=CN=C(NC4C=CC=C(O)C=4)N=3)=CC=2O1.Cl[C:28]1[N:33]=[C:32]([NH:34][C:35]2[CH:40]=[CH:39][C:38]3[O:41][CH2:42][CH2:43][O:44][C:37]=3[CH:36]=2)[C:31]([F:45])=[CH:30][N:29]=1.[CH3:46][C:47]1[O:51][N:50]=[C:49]([C:52]2[CH:57]=[CH:56][CH:55]=[CH:54][CH:53]=2)[C:48]=1[NH2:58], predict the reaction product. The product is: [CH2:43]1[CH2:42][O:41][C:38]2[CH:39]=[CH:40][C:35]([NH:34][C:32]3[C:31]([F:45])=[CH:30][N:29]=[C:28]([NH:58][C:48]4[C:49]([C:52]5[CH:53]=[CH:54][CH:55]=[CH:56][CH:57]=5)=[N:50][O:51][C:47]=4[CH3:46])[N:33]=3)=[CH:36][C:37]=2[O:44]1.